This data is from Drug-target binding data from BindingDB using IC50 measurements. The task is: Regression. Given a target protein amino acid sequence and a drug SMILES string, predict the binding affinity score between them. We predict pIC50 (pIC50 = -log10(IC50 in M); higher means more potent). Dataset: bindingdb_ic50. (1) The drug is N#CC(C#N)=C1c2cc(S(=O)(=O)Oc3ccccc3)cc([N+](=O)[O-])c2-c2c1cc(S(=O)(=O)Oc1ccccc1)cc2[N+](=O)[O-]. The target protein (P06721) has sequence MADKKLDTQLVNAGRSKKYTLGAVNSVIQRASSLVFDSVEAKKHATRNRANGELFYGRRGTLTHFSLQQAMCELEGGAGCVLFPCGAAAVANSILAFIEQGDHVLMTNTAYEPSQDFCSKILSKLGVTTSWFDPLIGADIVKHLQPNTKIVFLESPGSITMEVHDVPAIVAAVRSVVPDAIIMIDNTWAAGVLFKALDFGIDVSIQAATKYLVGHSDAMIGTAVCNARCWEQLRENAYLMGQMVDADTAYITSRGLRTLGVRLRQHHESSLKVAEWLAEHPQVARVNHPALPGSKGHEFWKRDFTGSSGLFSFVLKKKLNNEELANYLDNFSLFSMAYSWGGYESLILANQPEHIAAIRPQGEIDFSGTLIRLHIGLEDVDDLIADLDAGFARIV. The pIC50 is 5.0. (2) The drug is CC=CCn1cc(-c2ccc(C(=O)NC)cc2)c2cc[nH]c2c1=O. The target protein sequence is AENESTPIQQLLEHFLRQLQRKDPHGFFAFPVTDAIAPGYSMIIKHPMDFGTMKDKIVANEYKSVTEFKADFKLMCDNAMTYNRPDTVYYKLAKKILHAGFKMMSKQAALLGNEDTAVEEPVPEVVPVQVETAKKSKKPSREVISCMFEPEGNACSLTDSTAEEHVLALVEHAADEARDRINRFLPGGKMGYLKRNGDGSLLYSVVNTAEPDADEEETHPVDLSSLSSKLLPGFTTLGFKDERRNKVTFLSSATTALSMQNNSVFGDLKSDEMELLYSAYGDETGVQCALSLQEFVKDAGSYSKKVVDDLLDQITGGDHSRTLFQLKQRRNVPMKPPDEAKVGDTL. The pIC50 is 7.5.